Dataset: Peptide-MHC class II binding affinity with 134,281 pairs from IEDB. Task: Regression. Given a peptide amino acid sequence and an MHC pseudo amino acid sequence, predict their binding affinity value. This is MHC class II binding data. (1) The peptide sequence is GINTIPIAINEAEYV. The MHC is HLA-DPA10103-DPB10401 with pseudo-sequence HLA-DPA10103-DPB10401. The binding affinity (normalized) is 0.345. (2) The peptide sequence is VDGIIAAYQNPASWK. The MHC is HLA-DPA10201-DPB10101 with pseudo-sequence HLA-DPA10201-DPB10101. The binding affinity (normalized) is 0.484. (3) The MHC is H-2-IAb with pseudo-sequence H-2-IAb. The peptide sequence is DKLSVRVVYSTMDVN. The binding affinity (normalized) is 0.383. (4) The peptide sequence is TVLAFPAGVCPTIGV. The MHC is DRB3_0202 with pseudo-sequence DRB3_0202. The binding affinity (normalized) is 0.336. (5) The peptide sequence is RYANPIAFFRKEPLK. The binding affinity (normalized) is 0.101. The MHC is HLA-DQA10201-DQB10202 with pseudo-sequence HLA-DQA10201-DQB10202. (6) The peptide sequence is KKKYFAATQFEPLAA. The MHC is HLA-DQA10501-DQB10301 with pseudo-sequence HLA-DQA10501-DQB10301. The binding affinity (normalized) is 0.428.